This data is from Full USPTO retrosynthesis dataset with 1.9M reactions from patents (1976-2016). The task is: Predict the reactants needed to synthesize the given product. (1) Given the product [F:38][C:35]1[CH:34]=[CH:33][C:32](/[CH:31]=[CH:30]/[C:27]2[CH:28]=[CH:29][C:24]([S:21]([C:17]3[C:2]4[C:1]([NH2:41])=[N:4][O:5][C:19]=4[CH:20]=[CH:13][CH:14]=3)(=[O:22])=[O:23])=[CH:25][CH:26]=2)=[CH:37][CH:36]=1, predict the reactants needed to synthesize it. The reactants are: [C:1]([NH:4][OH:5])(=O)[CH3:2].CC(C)([O-])C.[K+].F[C:13]1[CH:20]=[CH:19]C=[C:17]([S:21]([C:24]2[CH:29]=[CH:28][C:27](/[CH:30]=[CH:31]/[C:32]3[CH:37]=[CH:36][C:35]([F:38])=[CH:34][CH:33]=3)=[CH:26][CH:25]=2)(=[O:23])=[O:22])[C:14]=1C#N.O.C[N:41](C)C=O. (2) Given the product [CH3:1][C:2]1[CH:7]=[CH:6][C:5]([O:8][CH3:9])=[CH:4][C:3]=1[O:10][C:12]1[CH:17]=[CH:16][C:15]([N+:18]([O-:20])=[O:19])=[CH:14][CH:13]=1, predict the reactants needed to synthesize it. The reactants are: [CH3:1][C:2]1[CH:7]=[CH:6][C:5]([O:8][CH3:9])=[CH:4][C:3]=1[OH:10].F[C:12]1[CH:17]=[CH:16][C:15]([N+:18]([O-:20])=[O:19])=[CH:14][CH:13]=1.C(=O)([O-])[O-].[K+].[K+]. (3) The reactants are: FC(F)(F)S([O-])(=O)=O.C[N+]1[CH:14]=[CH:13][N:12]([S:15]([N:18]2[CH2:23][CH2:22][O:21][CH2:20][CH2:19]2)(=[O:17])=[O:16])C=1.[C@H:24]1([NH:33][C:34]2[CH:43]=[CH:42][C:41]3[C:36](=[CH:37][CH:38]=C(N)C=3)[N:35]=2)[C:32]2[C:27](=[CH:28][CH:29]=[CH:30][CH:31]=2)[CH2:26][CH2:25]1. Given the product [C@H:24]1([NH:33][C:34]2[CH:43]=[CH:42][C:41]3[C:36](=[CH:37][CH:38]=[C:13]([NH:12][S:15]([N:18]4[CH2:19][CH2:20][O:21][CH2:22][CH2:23]4)(=[O:16])=[O:17])[CH:14]=3)[N:35]=2)[C:32]2[C:27](=[CH:28][CH:29]=[CH:30][CH:31]=2)[CH2:26][CH2:25]1, predict the reactants needed to synthesize it. (4) Given the product [F:18][C:5]1[CH:4]=[CH:3][CH:2]=[CH:7][C:6]=1[C@:8]1([CH3:17])[CH2:13][S:12](=[O:14])(=[O:15])[CH2:11][C:10]([NH2:16])=[N:9]1, predict the reactants needed to synthesize it. The reactants are: Br[C:2]1[CH:3]=[CH:4][C:5]([F:18])=[C:6]([C@:8]2([CH3:17])[CH2:13][S:12](=[O:15])(=[O:14])[CH2:11][C:10]([NH2:16])=[N:9]2)[CH:7]=1. (5) The reactants are: F[C:2]1[CH:7]=[CH:6][CH:5]=[C:4]([F:8])[C:3]=1[N+:9]([O-])=O.[CH:12]([NH2:15])([CH3:14])[CH3:13]. Given the product [F:8][C:4]1[CH:5]=[CH:6][CH:7]=[C:2]([NH:15][CH:12]([CH3:14])[CH3:13])[C:3]=1[NH2:9], predict the reactants needed to synthesize it.